Predict which catalyst facilitates the given reaction. From a dataset of Catalyst prediction with 721,799 reactions and 888 catalyst types from USPTO. (1) Reactant: [OH:1][C:2]([C:33]1[S:34][CH:35]=[CH:36][CH:37]=1)([C:28]1[S:29][CH:30]=[CH:31][CH:32]=1)[C:3]([O:5][C@H:6]1[CH2:11][CH2:10][C@H:9]([N:12]([CH2:14][CH2:15][N:16]2[C:20]3[CH:21]=[CH:22][C:23]([CH2:25][OH:26])=[CH:24][C:19]=3[O:18][C:17]2=[O:27])[CH3:13])[CH2:8][CH2:7]1)=[O:4].CC(OI1(OC(C)=O)(OC(C)=O)OC(=O)C2C=CC=CC1=2)=O.C(=O)(O)[O-].[Na+].S([O-])([O-])(=O)=S.[Na+].[Na+]. Product: [OH:1][C:2]([C:28]1[S:29][CH:30]=[CH:31][CH:32]=1)([C:33]1[S:34][CH:35]=[CH:36][CH:37]=1)[C:3]([O:5][C@H:6]1[CH2:11][CH2:10][C@H:9]([N:12]([CH2:14][CH2:15][N:16]2[C:20]3[CH:21]=[CH:22][C:23]([CH:25]=[O:26])=[CH:24][C:19]=3[O:18][C:17]2=[O:27])[CH3:13])[CH2:8][CH2:7]1)=[O:4]. The catalyst class is: 2. (2) Reactant: [N+:1]([C:4]1[CH:5]=[C:6]([OH:10])[CH:7]=[CH:8][CH:9]=1)([O-:3])=[O:2].Br[CH2:12][C:13]1[CH:18]=[CH:17][CH:16]=[C:15]([F:19])[CH:14]=1.C(=O)([O-])[O-].[K+].[K+]. Product: [F:19][C:15]1[CH:14]=[C:13]([CH:18]=[CH:17][CH:16]=1)[CH2:12][O:10][C:6]1[CH:7]=[CH:8][CH:9]=[C:4]([N+:1]([O-:3])=[O:2])[CH:5]=1. The catalyst class is: 711. (3) Reactant: C(OC(=O)[NH:10][C:11]1[CH:16]=[CH:15][C:14]([C:17]2[CH2:18][CH2:19][N:20]([CH:23]([CH3:25])[CH3:24])[CH2:21][CH:22]=2)=[CH:13][CH:12]=1)C1C=CC=CC=1. Product: [CH:23]([N:20]1[CH2:19][CH2:18][CH:17]([C:14]2[CH:13]=[CH:12][C:11]([NH2:10])=[CH:16][CH:15]=2)[CH2:22][CH2:21]1)([CH3:25])[CH3:24]. The catalyst class is: 19. (4) Reactant: C[Si](C)(C)[N-][Si](C)(C)C.[Li+].[C:11]1([CH2:17][C:18]([O:20][CH3:21])=[O:19])[CH:16]=[CH:15][CH:14]=[CH:13][CH:12]=1.F[B-](F)(F)F.[CH2:27]([N+:34]1[CH2:35][CH2:36][CH2:37][C:38]=1OCC)[C:28]1[CH:33]=[CH:32][CH:31]=[CH:30][CH:29]=1. Product: [CH2:27]([N:34]1[CH2:35][CH2:36][CH2:37][C:38]1=[C:17]([C:11]1[CH:16]=[CH:15][CH:14]=[CH:13][CH:12]=1)[C:18]([O:20][CH3:21])=[O:19])[C:28]1[CH:33]=[CH:32][CH:31]=[CH:30][CH:29]=1. The catalyst class is: 7. (5) Reactant: BrBr.[CH3:3][O:4][C:5](=[O:22])[CH2:6][CH2:7][CH2:8][CH2:9][CH:10]([OH:21])[C:11](=[O:20])[CH2:12][CH2:13][CH2:14][CH2:15][C:16]([O:18][CH3:19])=[O:17].ClCCl. Product: [CH3:19][O:18][C:16](=[O:17])[CH2:15][CH2:14][CH2:13][CH2:12][C:11](=[O:20])[C:10](=[O:21])[CH2:9][CH2:8][CH2:7][CH2:6][C:5]([O:4][CH3:3])=[O:22]. The catalyst class is: 6. (6) Reactant: [F-].[Cs+].[OH-].[Na+].F[C:6]1[CH:11]=[CH:10][C:9]([N+:12]([O-:14])=[O:13])=[CH:8][CH:7]=1.C[Si](C)(C)[N:17]1[CH2:21][CH2:20][CH2:19][CH2:18]1. The catalyst class is: 3. Product: [N+:12]([C:9]1[CH:10]=[CH:11][C:6]([N:17]2[CH2:21][CH2:20][CH2:19][CH2:18]2)=[CH:7][CH:8]=1)([O-:14])=[O:13].